From a dataset of Forward reaction prediction with 1.9M reactions from USPTO patents (1976-2016). Predict the product of the given reaction. (1) The product is: [Cl:16][C:17]1[CH:22]=[CH:21][C:20]([C:23]2[N:24]([CH2:29][C@H:30]([OH:35])[C:31]([F:33])([F:34])[F:32])[C:25](=[O:28])[N:26]([CH2:2][C:3]3[CH:8]=[CH:7][N:6]=[C:5]([C:9]4[CH:14]=[CH:13][CH:12]=[CH:11][C:10]=4[Cl:15])[N:4]=3)[N:27]=2)=[CH:19][CH:18]=1. Given the reactants Br[CH2:2][C:3]1[CH:8]=[CH:7][N:6]=[C:5]([C:9]2[CH:14]=[CH:13][CH:12]=[CH:11][C:10]=2[Cl:15])[N:4]=1.[Cl:16][C:17]1[CH:22]=[CH:21][C:20]([C:23]2[N:24]([CH2:29][C@H:30]([OH:35])[C:31]([F:34])([F:33])[F:32])[C:25](=[O:28])[NH:26][N:27]=2)=[CH:19][CH:18]=1.C(=O)([O-])[O-].[Cs+].[Cs+], predict the reaction product. (2) Given the reactants Br[C:2]1[N:7]=[C:6]([C:8](=N)[NH2:9])[CH:5]=[CH:4][C:3]=1[CH3:11].[NH3:12].[OH2:13], predict the reaction product. The product is: [NH2:12][C:2]1[N:7]=[C:6]([C:8]([NH2:9])=[O:13])[CH:5]=[CH:4][C:3]=1[CH3:11].